Task: Regression/Classification. Given a drug SMILES string, predict its toxicity properties. Task type varies by dataset: regression for continuous values (e.g., LD50, hERG inhibition percentage) or binary classification for toxic/non-toxic outcomes (e.g., AMES mutagenicity, cardiotoxicity, hepatotoxicity). Dataset: clintox.. Dataset: Clinical trial toxicity outcomes and FDA approval status for drugs (1) The drug is C=CCC1(C(C)CCC)C(=O)NC(S)=[NH+]C1=O. The result is 0 (passed clinical trial). (2) The molecule is COc1cc(NCc2ccc3nc(N)nc(N)c3c2C)cc(OC)c1OC. The result is 0 (passed clinical trial). (3) The compound is COC(=O)C1=C(C)NC(C)=C(C(=O)OC(C)C)C1c1cccc2nonc12. The result is 0 (passed clinical trial). (4) The drug is CC[N+](CC)(CC)CCC(O)(c1ccccc1)C1CCCCC1. The result is 0 (passed clinical trial). (5) The drug is Nc1nc(=O)c2c([nH]1)NCC(CNc1ccc(C(=O)N[C@@H](CCC(=O)O)C(=O)O)cc1)N2C=O. The result is 1 (failed clinical trial for toxicity). (6) The molecule is O=C([O-])CC(O)(CC(=O)[O-])C(=O)[O-]. The result is 0 (passed clinical trial).